Predict the reaction yield, written as a fraction of the theoretical maximum amount of product (1.0 means a 100% yield; for example, 0.34 means a 34% yield). From a dataset of Reaction yield outcomes from USPTO patents with 853,638 reactions. The reactants are [CH2:1]([N:3]1[C:9](=[O:10])[C:8]2[CH:11]=[CH:12][C:13]([N+:15]([O-])=O)=[CH:14][C:7]=2[N:6]([CH2:18][CH3:19])[CH2:5][CH2:4]1)[CH3:2].O.NN. The catalyst is [Pd].C(O)C. The product is [NH2:15][C:13]1[CH:12]=[CH:11][C:8]2[C:9](=[O:10])[N:3]([CH2:1][CH3:2])[CH2:4][CH2:5][N:6]([CH2:18][CH3:19])[C:7]=2[CH:14]=1. The yield is 0.850.